Dataset: Forward reaction prediction with 1.9M reactions from USPTO patents (1976-2016). Task: Predict the product of the given reaction. The product is: [CH2:3]([C:5]1[S:6][C:7]([C:17]2[CH:22]=[CH:21][N:20]=[C:19]([N:23]([CH3:33])[C:24](=[O:32])[CH2:25][C:26]3[CH:31]=[CH:30][CH:29]=[CH:28][CH:27]=3)[CH:18]=2)=[C:8]([C:10]2[CH:15]=[CH:14][CH:13]=[C:12]([CH3:16])[CH:11]=2)[N:9]=1)[CH3:4]. Given the reactants [H-].[Na+].[CH2:3]([C:5]1[S:6][C:7]([C:17]2[CH:22]=[CH:21][N:20]=[C:19]([NH:23][C:24](=[O:32])[CH2:25][C:26]3[CH:31]=[CH:30][CH:29]=[CH:28][CH:27]=3)[CH:18]=2)=[C:8]([C:10]2[CH:15]=[CH:14][CH:13]=[C:12]([CH3:16])[CH:11]=2)[N:9]=1)[CH3:4].[CH3:33]I.[Cl-].[NH4+], predict the reaction product.